This data is from Catalyst prediction with 721,799 reactions and 888 catalyst types from USPTO. The task is: Predict which catalyst facilitates the given reaction. (1) Reactant: [C:1]1([CH3:21])[CH:6]=[CH:5][C:4]([S:7]([NH:10][C:11]2[CH:12]=[C:13]3[C:18](=[CH:19][CH:20]=2)[CH:17]=[N:16][CH:15]=[CH:14]3)(=[O:9])=[O:8])=[CH:3][CH:2]=1.[Cl:22]C1C=CC=C(C(OO)=O)C=1.P(Cl)(Cl)(Cl)=O. Product: [Cl:22][C:17]1[C:18]2[C:13](=[CH:12][C:11]([NH:10][S:7]([C:4]3[CH:3]=[CH:2][C:1]([CH3:21])=[CH:6][CH:5]=3)(=[O:8])=[O:9])=[CH:20][CH:19]=2)[CH:14]=[CH:15][N:16]=1. The catalyst class is: 22. (2) Reactant: [NH2:1][C:2]1[C:7]([C:8]([OH:10])=O)=[CH:6][C:5]([Br:11])=[CH:4][N:3]=1.[NH2:12][C:13]1[CH:18]=[CH:17][CH:16]=[CH:15][CH:14]=1.CS(N1C2C=CC=CC=2N=N1)(=O)=O.CCN(C(C)C)C(C)C. Product: [NH2:1][C:2]1[C:7]([C:8]([NH:12][C:13]2[CH:18]=[CH:17][CH:16]=[CH:15][CH:14]=2)=[O:10])=[CH:6][C:5]([Br:11])=[CH:4][N:3]=1. The catalyst class is: 1.